This data is from Full USPTO retrosynthesis dataset with 1.9M reactions from patents (1976-2016). The task is: Predict the reactants needed to synthesize the given product. (1) Given the product [NH2:1][N:2]1[C:6]2[N:7]=[C:8]([CH:16]3[CH2:17][CH2:18]3)[CH:9]=[C:10]([C:11]([OH:13])=[O:12])[C:5]=2[CH:4]=[N:3]1, predict the reactants needed to synthesize it. The reactants are: [NH2:1][N:2]1[C:6]2[N:7]=[C:8]([CH:16]3[CH2:18][CH2:17]3)[CH:9]=[C:10]([C:11]([O:13]CC)=[O:12])[C:5]=2[CH:4]=[N:3]1.[OH-].[Na+]. (2) Given the product [F:33][C:30]1[CH:31]=[CH:32][C:27]([CH2:26][CH2:25][CH2:24][S:23][C:18]2[C:17]([C:15]([NH:14][CH2:13][C:9]3[CH:8]=[C:7]([CH:12]=[CH:11][CH:10]=3)[C:6]([OH:34])=[O:5])=[O:16])=[CH:22][CH:21]=[CH:20][N:19]=2)=[CH:28][CH:29]=1, predict the reactants needed to synthesize it. The reactants are: O.[OH-].[Li+].C[O:5][C:6](=[O:34])[C:7]1[CH:12]=[CH:11][CH:10]=[C:9]([CH2:13][NH:14][C:15]([C:17]2[C:18]([S:23][CH2:24][CH2:25][CH2:26][C:27]3[CH:32]=[CH:31][C:30]([F:33])=[CH:29][CH:28]=3)=[N:19][CH:20]=[CH:21][CH:22]=2)=[O:16])[CH:8]=1.CO.C1COCC1. (3) Given the product [N:1]1[CH:6]=[CH:5][CH:4]=[C:3]([NH:7][C:8]([N:32]2[CH2:33][CH2:34][N:29]([C:26]3[S:27][CH:28]=[C:24]([C:20]4[CH:21]=[CH:22][CH:23]=[C:18]([C:17]([F:36])([F:16])[F:35])[CH:19]=4)[N:25]=3)[CH2:30][CH2:31]2)=[O:15])[CH:2]=1, predict the reactants needed to synthesize it. The reactants are: [N:1]1[CH:6]=[CH:5][CH:4]=[C:3]([NH:7][C:8](=[O:15])OCC(Cl)(Cl)Cl)[CH:2]=1.[F:16][C:17]([F:36])([F:35])[C:18]1[CH:19]=[C:20]([C:24]2[N:25]=[C:26]([N:29]3[CH2:34][CH2:33][NH:32][CH2:31][CH2:30]3)[S:27][CH:28]=2)[CH:21]=[CH:22][CH:23]=1.C(N(C(C)C)CC)(C)C.O. (4) Given the product [CH3:1][C@H:2]1[CH2:7][CH2:6][NH:5][CH2:4][C@H:3]1[NH:8][C:9](=[O:15])[O:10][C:11]([CH3:14])([CH3:13])[CH3:12], predict the reactants needed to synthesize it. The reactants are: [CH3:1][C:2]1[CH:7]=[CH:6][N:5]=[CH:4][C:3]=1[NH:8][C:9](=[O:15])[O:10][C:11]([CH3:14])([CH3:13])[CH3:12]. (5) Given the product [C:5]([C:7]1[S:8][C:9]2[CH:15]=[C:14]([OH:16])[CH:13]=[CH:12][C:10]=2[CH:11]=1)#[N:6], predict the reactants needed to synthesize it. The reactants are: B(Br)(Br)Br.[C:5]([C:7]1[S:8][C:9]2[CH:15]=[C:14]([O:16]C)[CH:13]=[CH:12][C:10]=2[CH:11]=1)#[N:6]. (6) Given the product [CH3:27][C:26]1[C:21]([CH:20]2[CH2:19][CH2:18][CH2:17][CH:16]([C:28]3[C:33]([CH3:34])=[CH:32][CH:31]=[CH:30][N:29]=3)[N:15]2[CH2:14][C:11]2[CH:12]=[CH:13][C:8]([C:7]([NH:2][OH:3])=[O:37])=[CH:9][C:10]=2[CH2:35][OH:36])=[N:22][CH:23]=[CH:24][CH:25]=1, predict the reactants needed to synthesize it. The reactants are: [Na].[NH2:2][OH:3].O.CO[C:7](=[O:37])[C:8]1[CH:13]=[CH:12][C:11]([CH2:14][N:15]2[CH:20]([C:21]3[C:26]([CH3:27])=[CH:25][CH:24]=[CH:23][N:22]=3)[CH2:19][CH2:18][CH2:17][CH:16]2[C:28]2[C:33]([CH3:34])=[CH:32][CH:31]=[CH:30][N:29]=2)=[C:10]([CH2:35][OH:36])[CH:9]=1.C([O-])(O)=O.[Na+]. (7) Given the product [F:17][C:18]1[CH:26]=[C:25]([F:27])[C:24]([F:28])=[CH:23][C:19]=1[C:20]([O:7][C:1]1[CH:6]=[CH:5][CH:4]=[CH:3][CH:2]=1)=[O:21], predict the reactants needed to synthesize it. The reactants are: [C:1]1([OH:7])[CH:6]=[CH:5][CH:4]=[CH:3][CH:2]=1.C(N(CC)C(C)C)(C)C.[F:17][C:18]1[CH:26]=[C:25]([F:27])[C:24]([F:28])=[CH:23][C:19]=1[C:20](Cl)=[O:21]. (8) The reactants are: [OH:1][C:2]1[CH:3]=[CH:4][C:5]2[C:17](=[O:18])[C:16]3[C:15]4[C:10](=[CH:11][C:12]([C:19]#[N:20])=[CH:13][CH:14]=4)[NH:9][C:8]=3[C:7]([CH3:22])([CH3:21])[C:6]=2[CH:23]=1.Br[CH2:25][CH2:26][OH:27]. Given the product [OH:27][CH2:26][CH2:25][O:1][C:2]1[CH:3]=[CH:4][C:5]2[C:17](=[O:18])[C:16]3[C:15]4[C:10](=[CH:11][C:12]([C:19]#[N:20])=[CH:13][CH:14]=4)[NH:9][C:8]=3[C:7]([CH3:21])([CH3:22])[C:6]=2[CH:23]=1, predict the reactants needed to synthesize it. (9) Given the product [OH:18][C:15]1[CH:16]=[C:17]2[C:12]([CH2:11][CH2:10][CH2:9][N:8]2[CH2:7][CH2:6][O:5][C:1](=[O:4])[CH2:2][CH3:3])=[CH:13][CH:14]=1, predict the reactants needed to synthesize it. The reactants are: [C:1]([O:5][CH2:6][CH2:7][N:8]1[C:17]2[C:12](=[CH:13][CH:14]=[C:15]([O:18]C(=O)CC)[CH:16]=2)[CH2:11][CH2:10][CH2:9]1)(=[O:4])[CH2:2][CH3:3].C([O-])(O)=O.[Na+]. (10) Given the product [O:3]1[CH2:1][CH:2]1[CH2:4][O:5][S:22]([C:18]1[CH:19]=[CH:20][CH:21]=[C:16]([N+:13]([O-:15])=[O:14])[CH:17]=1)(=[O:23])=[O:24], predict the reactants needed to synthesize it. The reactants are: [CH2:1]1[O:3][C@@H:2]1[CH2:4][OH:5].C(N(CC)CC)C.[N+:13]([C:16]1[CH:17]=[C:18]([S:22](Cl)(=[O:24])=[O:23])[CH:19]=[CH:20][CH:21]=1)([O-:15])=[O:14].